Dataset: Full USPTO retrosynthesis dataset with 1.9M reactions from patents (1976-2016). Task: Predict the reactants needed to synthesize the given product. (1) The reactants are: [C:1]([C:3]1([NH:6][C:7]([CH:9]([NH:15][C:16](=[O:24])[C:17]2[CH:22]=[CH:21][CH:20]=[C:19](I)[CH:18]=2)[CH2:10][Si:11]([CH3:14])([CH3:13])[CH3:12])=[O:8])[CH2:5][CH2:4]1)#[N:2].C1(C)C=CC=CC=1.C(=O)([O-])[O-].[Na+].[Na+].[C:38]([C:40]1[CH:41]=[C:42](B(O)O)[CH:43]=[CH:44][CH:45]=1)#[N:39]. Given the product [C:1]([C:3]1([NH:6][C:7]([CH:9]([NH:15][C:16]([C:17]2[CH:18]=[C:19]([C:44]3[CH:43]=[CH:42][CH:41]=[C:40]([C:38]#[N:39])[CH:45]=3)[CH:20]=[CH:21][CH:22]=2)=[O:24])[CH2:10][Si:11]([CH3:14])([CH3:13])[CH3:12])=[O:8])[CH2:5][CH2:4]1)#[N:2], predict the reactants needed to synthesize it. (2) Given the product [CH3:22][C:21]1[C:16]([N:13]2[CH2:14][CH2:15][N:10]([C:8]([C:5]3[CH:6]=[CH:7][C:2]([N:34]4[CH2:33][C:32]([CH3:38])([CH3:31])[O:36][C:35]4=[O:37])=[CH:3][C:4]=3[N:24]3[CH2:28][CH2:27][CH2:26][S:25]3(=[O:30])=[O:29])=[O:9])[CH2:11][CH2:12]2)=[N:17][CH:18]=[C:19]([CH3:23])[CH:20]=1, predict the reactants needed to synthesize it. The reactants are: Br[C:2]1[CH:7]=[CH:6][C:5]([C:8]([N:10]2[CH2:15][CH2:14][N:13]([C:16]3[C:21]([CH3:22])=[CH:20][C:19]([CH3:23])=[CH:18][N:17]=3)[CH2:12][CH2:11]2)=[O:9])=[C:4]([N:24]2[CH2:28][CH2:27][CH2:26][S:25]2(=[O:30])=[O:29])[CH:3]=1.[CH3:31][C:32]1([CH3:38])[O:36][C:35](=[O:37])[NH:34][CH2:33]1. (3) Given the product [Br:1][C:2]1[N:3]=[CH:4][C:5]([NH:8][C:22](=[O:23])[O:21][C:15]2[CH:20]=[CH:19][CH:18]=[CH:17][CH:16]=2)=[CH:6][CH:7]=1, predict the reactants needed to synthesize it. The reactants are: [Br:1][C:2]1[CH:7]=[CH:6][C:5]([NH2:8])=[CH:4][N:3]=1.N1C=CC=CC=1.[C:15]1([O:21][C:22](Cl)=[O:23])[CH:20]=[CH:19][CH:18]=[CH:17][CH:16]=1. (4) Given the product [O:4]1[CH2:5][CH2:6][N:1]([C:14]2[N:19]=[C:18]([O:20][C:21]3[CH:48]=[CH:47][CH:46]=[CH:45][C:22]=3[CH2:23][NH:24][C:25]([NH:27][C:28]3[N:32]([C:33]4[CH:38]=[CH:37][CH:36]=[C:35]([O:39][CH3:40])[CH:34]=4)[N:31]=[C:30]([C:41]([CH3:42])([CH3:43])[CH3:44])[CH:29]=3)=[O:26])[CH:17]=[CH:16][N:15]=2)[CH2:2][CH2:3]1, predict the reactants needed to synthesize it. The reactants are: [NH:1]1[CH2:6][CH2:5][O:4][CH2:3][CH2:2]1.C(=O)([O-])[O-].[Na+].[Na+].Cl[C:14]1[N:19]=[C:18]([O:20][C:21]2[CH:48]=[CH:47][CH:46]=[CH:45][C:22]=2[CH2:23][NH:24][C:25]([NH:27][C:28]2[N:32]([C:33]3[CH:38]=[CH:37][CH:36]=[C:35]([O:39][CH3:40])[CH:34]=3)[N:31]=[C:30]([C:41]([CH3:44])([CH3:43])[CH3:42])[CH:29]=2)=[O:26])[CH:17]=[CH:16][N:15]=1. (5) Given the product [C:3]1([S:9][CH2:11][C:12]([NH:14][C:15]2[S:16][CH:17]=[C:18]([C:20]3[CH:25]=[CH:24][N:23]=[CH:22][CH:21]=3)[N:19]=2)=[O:13])[CH:8]=[CH:7][CH:6]=[CH:5][CH:4]=1, predict the reactants needed to synthesize it. The reactants are: [H-].[Na+].[C:3]1([SH:9])[CH:8]=[CH:7][CH:6]=[CH:5][CH:4]=1.Cl[CH2:11][C:12]([NH:14][C:15]1[S:16][CH:17]=[C:18]([C:20]2[CH:25]=[CH:24][N:23]=[CH:22][CH:21]=2)[N:19]=1)=[O:13].C(OCC)(=O)C. (6) Given the product [C:1]([C:5]1[CH:10]=[C:9]([C:28]([F:34])([F:23])[F:33])[C:8]([N+:12]([O-:14])=[O:13])=[CH:7][C:6]=1[O:15][CH2:16][C:17]1[CH:22]=[CH:21][CH:20]=[CH:19][CH:18]=1)([CH3:4])([CH3:3])[CH3:2], predict the reactants needed to synthesize it. The reactants are: [C:1]([C:5]1[CH:10]=[C:9](Br)[C:8]([N+:12]([O-:14])=[O:13])=[CH:7][C:6]=1[O:15][CH2:16][C:17]1[CH:22]=[CH:21][CH:20]=[CH:19][CH:18]=1)([CH3:4])([CH3:3])[CH3:2].[F-:23].[K+].[K+].[Br-].Cl[C:28]([F:34])([F:33])C(OC)=O. (7) Given the product [O:3]1[CH2:4][CH2:5][CH2:6][O:1][CH:2]1[C:7]1[N:11]([CH3:12])[C:10]([I:18])=[N:9][CH:8]=1, predict the reactants needed to synthesize it. The reactants are: [O:1]1[CH2:6][CH2:5][CH2:4][O:3][CH:2]1[C:7]1[N:11]([CH3:12])[CH:10]=[N:9][CH:8]=1.[Li]CCCC.[I:18]I. (8) Given the product [CH2:29]([O:28][CH:16]1[CH:15]([C:12]2[CH:13]=[CH:14][C:9]([CH2:15][C:12]3[CH:13]=[CH:14][CH:9]=[CH:10][CH:11]=3)=[CH:10][CH:11]=2)[CH2:20][CH2:19][N:18]([C:21]([O:23][C:24]([CH3:25])([CH3:27])[CH3:26])=[O:22])[CH2:17]1)[CH:30]=[CH2:31], predict the reactants needed to synthesize it. The reactants are: C(O[C:9]1[CH:14]=[CH:13][C:12]([CH:15]2[CH2:20][CH2:19][N:18]([C:21]([O:23][C:24]([CH3:27])([CH3:26])[CH3:25])=[O:22])[CH2:17][CH:16]2[OH:28])=[CH:11][CH:10]=1)C1C=CC=CC=1.[CH2:29](Br)[CH:30]=[CH2:31]. (9) Given the product [CH:24]([C:25]1[CH:26]=[C:27]([CH2:31][C:32]([NH:34][C:35]2[CH:36]=[N:37][CH:38]=[C:39]([C:41]([C:43]3[C:51]4[CH:50]=[N:49][CH:48]=[N:47][C:46]=4[N:45]([CH:52]([CH3:54])[CH3:53])[CH:44]=3)=[O:42])[CH:40]=2)=[O:33])[CH:28]=[CH:29][CH:30]=1)=[O:23], predict the reactants needed to synthesize it. The reactants are: CC(OI1(OC(C)=O)(OC(C)=O)OC(=O)C2C=CC=CC1=2)=O.[OH:23][CH2:24][C:25]1[CH:26]=[C:27]([CH2:31][C:32]([NH:34][C:35]2[CH:36]=[N:37][CH:38]=[C:39]([C:41]([C:43]3[C:51]4[CH:50]=[N:49][CH:48]=[N:47][C:46]=4[N:45]([CH:52]([CH3:54])[CH3:53])[CH:44]=3)=[O:42])[CH:40]=2)=[O:33])[CH:28]=[CH:29][CH:30]=1.O. (10) Given the product [CH2:30]([O:37][C:38]1[CH:58]=[CH:57][C:56]([Br:59])=[CH:55][C:39]=1[CH2:40][CH2:41][N:42]([C:44]1[CH:45]=[CH:46][C:47]([C:48]([OH:50])=[O:49])=[CH:53][CH:54]=1)[CH3:43])[C:31]1[CH:32]=[CH:33][CH:34]=[CH:35][CH:36]=1, predict the reactants needed to synthesize it. The reactants are: C(OC1C=CC(Br)=CC=1CCNC1C=CC(C(OCC)=O)=CC=1)C1C=CC=CC=1.[CH2:30]([O:37][C:38]1[CH:58]=[CH:57][C:56]([Br:59])=[CH:55][C:39]=1[CH2:40][CH2:41][N:42]([C:44]1[CH:54]=[CH:53][C:47]([C:48]([O:50]CC)=[O:49])=[CH:46][CH:45]=1)[CH3:43])[C:31]1[CH:36]=[CH:35][CH:34]=[CH:33][CH:32]=1.CI.